Dataset: Forward reaction prediction with 1.9M reactions from USPTO patents (1976-2016). Task: Predict the product of the given reaction. (1) Given the reactants C([O:8][C:9]1[C:10]2[N:21]([S:22]([C:25]3[CH:31]=[CH:30][C:28]([CH3:29])=[CH:27][CH:26]=3)(=[O:24])=[O:23])[CH:20]=[C:19]([CH2:32][C:33]3[C:38]([CH3:39])=[C:37]([O:40][CH3:41])[C:36]([CH3:42])=[CH:35][N:34]=3)[C:11]=2[N:12]=[C:13]([S:15]([CH3:18])(=[O:17])=[O:16])[N:14]=1)C1C=CC=CC=1.C(Cl)Cl.CO, predict the reaction product. The product is: [CH3:41][O:40][C:37]1[C:36]([CH3:42])=[CH:35][N:34]=[C:33]([CH2:32][C:19]2[C:11]3[N:12]=[C:13]([S:15]([CH3:18])(=[O:16])=[O:17])[N:14]=[C:9]([OH:8])[C:10]=3[N:21]([S:22]([C:25]3[CH:26]=[CH:27][C:28]([CH3:29])=[CH:30][CH:31]=3)(=[O:23])=[O:24])[CH:20]=2)[C:38]=1[CH3:39]. (2) Given the reactants [NH2:1][C@H:2]([C:6]([OH:8])=[O:7])[CH:3]([CH3:5])[CH3:4].[OH-].[Na+].[C:11]1([CH2:17][C:18](Cl)=[O:19])[CH:16]=[CH:15][CH:14]=[CH:13][CH:12]=1, predict the reaction product. The product is: [C:11]1([CH2:17][C:18]([NH:1][C@H:2]([C:6]([OH:8])=[O:7])[CH:3]([CH3:5])[CH3:4])=[O:19])[CH:16]=[CH:15][CH:14]=[CH:13][CH:12]=1. (3) Given the reactants CC(C)([O-])C.[Na+].[CH3:7][O:8][C:9]1[CH:10]=[C:11]2[C:16](=[CH:17][C:18]=1[O:19][CH3:20])[N:15]=[CH:14][CH:13]=[C:12]2[O:21][C:22]1[CH:30]=[C:29]2[C:25]([C:26]([NH2:32])=[N:27][N:28]2[CH3:31])=[CH:24][CH:23]=1.Br[C:34]1[CH:39]=[CH:38][CH:37]=[CH:36][CH:35]=1, predict the reaction product. The product is: [CH3:7][O:8][C:9]1[CH:10]=[C:11]2[C:16](=[CH:17][C:18]=1[O:19][CH3:20])[N:15]=[CH:14][CH:13]=[C:12]2[O:21][C:22]1[CH:30]=[C:29]2[C:25]([C:26]([NH:32][C:34]3[CH:39]=[CH:38][CH:37]=[CH:36][CH:35]=3)=[N:27][N:28]2[CH3:31])=[CH:24][CH:23]=1. (4) Given the reactants [Si:1]([O:8][C@@H:9]([C:25]1[CH:30]=[CH:29][CH:28]=[CH:27][C:26]=1[C:31]1[CH:36]=[CH:35][C:34]([Cl:37])=[CH:33][CH:32]=1)[CH:10]1[CH2:15][CH2:14][N:13]([C:16]2[CH:24]=[CH:23][C:19]([C:20](O)=[O:21])=[CH:18][CH:17]=2)[CH2:12][CH2:11]1)([C:4]([CH3:7])([CH3:6])[CH3:5])([CH3:3])[CH3:2].[Si:38]([O:55][CH2:56][CH2:57][N:58]([CH2:88][CH3:89])[CH2:59][CH2:60][C@@H:61]([NH:70][C:71]1[CH:76]=[CH:75][C:74]([S:77]([NH2:80])(=[O:79])=[O:78])=[CH:73][C:72]=1[S:81]([C:84]([F:87])([F:86])[F:85])(=[O:83])=[O:82])[CH2:62][S:63][C:64]1[CH:69]=[CH:68][CH:67]=[CH:66][CH:65]=1)([C:51]([CH3:54])([CH3:53])[CH3:52])([C:45]1[CH:50]=[CH:49][CH:48]=[CH:47][CH:46]=1)[C:39]1[CH:44]=[CH:43][CH:42]=[CH:41][CH:40]=1.C(Cl)CCl, predict the reaction product. The product is: [Si:1]([O:8][C@@H:9]([C:25]1[CH:30]=[CH:29][CH:28]=[CH:27][C:26]=1[C:31]1[CH:36]=[CH:35][C:34]([Cl:37])=[CH:33][CH:32]=1)[CH:10]1[CH2:11][CH2:12][N:13]([C:16]2[CH:24]=[CH:23][C:19]([C:20]([NH:80][S:77]([C:74]3[CH:75]=[CH:76][C:71]([NH:70][C@H:61]([CH2:60][CH2:59][N:58]([CH2:57][CH2:56][O:55][Si:38]([C:51]([CH3:53])([CH3:54])[CH3:52])([C:39]4[CH:44]=[CH:43][CH:42]=[CH:41][CH:40]=4)[C:45]4[CH:46]=[CH:47][CH:48]=[CH:49][CH:50]=4)[CH2:88][CH3:89])[CH2:62][S:63][C:64]4[CH:65]=[CH:66][CH:67]=[CH:68][CH:69]=4)=[C:72]([S:81]([C:84]([F:87])([F:85])[F:86])(=[O:83])=[O:82])[CH:73]=3)(=[O:78])=[O:79])=[O:21])=[CH:18][CH:17]=2)[CH2:14][CH2:15]1)([C:4]([CH3:6])([CH3:7])[CH3:5])([CH3:2])[CH3:3]. (5) Given the reactants [C:1]([NH:4][C:5]1[NH:6][C:7](=[O:16])[C:8]2[N:14]=[C:13]([Cl:15])[CH:12]=[CH:11][C:9]=2[N:10]=1)(=[O:3])[CH3:2].[CH3:17][O:18][CH2:19][CH2:20]O, predict the reaction product. The product is: [C:1]([NH:4][C:5]1[N:6]=[C:7]([O:16][CH2:20][CH2:19][O:18][CH3:17])[C:8]2[N:14]=[C:13]([Cl:15])[CH:12]=[CH:11][C:9]=2[N:10]=1)(=[O:3])[CH3:2].